This data is from Full USPTO retrosynthesis dataset with 1.9M reactions from patents (1976-2016). The task is: Predict the reactants needed to synthesize the given product. (1) Given the product [Cl:64][C:19]1[CH:18]=[C:14]([CH:13]=[CH:12][C:11]=1[N:6]1[C:7]2[CH2:8][CH2:9][CH2:10][C:2](=[O:1])[C:3]=2[CH:4]=[CH:5]1)[C:15]([NH:61][C@H:59]([C:57]1[NH:56][C:55]2[CH:62]=[CH:63][C:52]([Cl:51])=[CH:53][C:54]=2[N:58]=1)[CH3:60])=[O:17], predict the reactants needed to synthesize it. The reactants are: [O:1]=[C:2]1[CH2:10][CH2:9][CH2:8][C:7]2[N:6]([C:11]3[CH:19]=[CH:18][C:14]([C:15]([OH:17])=O)=[CH:13][CH:12]=3)[CH:5]=[CH:4][C:3]1=2.CN(C(ON1N=NC2C=CC=CC1=2)=[N+](C)C)C.[B-](F)(F)(F)F.C(N(C(C)C)CC)(C)C.[Cl:51][C:52]1[CH:63]=[CH:62][C:55]2[NH:56][C:57]([C@@H:59]([NH2:61])[CH3:60])=[N:58][C:54]=2[CH:53]=1.[Cl:64]Cl. (2) Given the product [Cl:1][CH2:2][C:3]([N:5]1[CH2:6][CH2:7][CH:8]([N:11]2[N:12]=[C:13]([C:19]3[CH:24]=[CH:23][C:22]([O:25][CH3:26])=[C:21]([O:27][CH3:28])[CH:20]=3)[C:14]3([CH2:18][CH2:37][CH2:32][CH2:17]3)[C:15]2=[O:16])[CH2:9][CH2:10]1)=[O:4], predict the reactants needed to synthesize it. The reactants are: [Cl:1][CH2:2][C:3]([N:5]1[CH2:10][CH2:9][CH:8]([N:11]2[C:15](=[O:16])[C:14]([CH3:18])([CH3:17])[C:13]([C:19]3[CH:24]=[CH:23][C:22]([O:25][CH3:26])=[C:21]([O:27][CH3:28])[CH:20]=3)=[N:12]2)[CH2:7][CH2:6]1)=[O:4].Cl.CO[C:32]1C=C(C2C3(CCCC3)C(=O)N(C3CCNCC3)N=2)C=C[C:37]=1OC.ClCC(OC(=O)CCl)=O. (3) Given the product [CH:1]1([N:4]2[C:8]3[N:9]=[C:10]([C:19]4[CH:25]=[CH:24][C:22]([NH:23][C:34]([NH:33][C:36]5[S:37][CH:38]=[CH:39][CH:40]=5)=[O:35])=[CH:21][CH:20]=4)[N:11]=[C:12]([N:13]4[CH2:18][CH2:17][O:16][CH2:15][CH2:14]4)[C:7]=3[N:6]=[N:5]2)[CH2:3][CH2:2]1, predict the reactants needed to synthesize it. The reactants are: [CH:1]1([N:4]2[C:8]3[N:9]=[C:10]([C:19]4[CH:25]=[CH:24][C:22]([NH2:23])=[CH:21][CH:20]=4)[N:11]=[C:12]([N:13]4[CH2:18][CH2:17][O:16][CH2:15][CH2:14]4)[C:7]=3[N:6]=[N:5]2)[CH2:3][CH2:2]1.CCN(CC)CC.[N:33]([C:36]1[S:37][CH:38]=[CH:39][CH:40]=1)=[C:34]=[O:35].